This data is from Full USPTO retrosynthesis dataset with 1.9M reactions from patents (1976-2016). The task is: Predict the reactants needed to synthesize the given product. (1) Given the product [Cl:1][C:2]1[C:3]([O:24][C@H:25]2[CH2:30][CH2:29][C@@H:28]([C:31]([F:34])([F:32])[F:33])[CH2:27][CH2:26]2)=[CH:4][CH:5]=[C:6]2[C:11]=1[CH:10]=[C:9]([CH2:12][N:13]1[CH2:18][CH2:17][CH:16]([C:19]([OH:21])=[O:20])[CH2:15][CH2:14]1)[CH:8]=[CH:7]2, predict the reactants needed to synthesize it. The reactants are: [Cl:1][C:2]1[C:3]([O:24][C@H:25]2[CH2:30][CH2:29][C@@H:28]([C:31]([F:34])([F:33])[F:32])[CH2:27][CH2:26]2)=[CH:4][CH:5]=[C:6]2[C:11]=1[CH:10]=[C:9]([CH2:12][N:13]1[CH2:18][CH2:17][CH:16]([C:19]([O:21]CC)=[O:20])[CH2:15][CH2:14]1)[CH:8]=[CH:7]2.[OH-].[Na+].Cl. (2) Given the product [C:14]([N:12]1[CH2:13][C:8]([NH2:7])=[N:9][C:10]([C:20]2[CH:25]=[C:24]([NH:26][C:27]([C:29]3[C:34]([CH3:35])=[CH:33][C:32]([Br:36])=[CH:31][N:30]=3)=[O:28])[CH:23]=[CH:22][C:21]=2[F:37])([CH:17]([F:19])[F:18])[CH2:11]1)(=[O:16])[CH3:15], predict the reactants needed to synthesize it. The reactants are: C(OC(=O)[NH:7][C:8]1[CH2:13][N:12]([C:14](=[O:16])[CH3:15])[CH2:11][C:10]([C:20]2[CH:25]=[C:24]([NH:26][C:27]([C:29]3[C:34]([CH3:35])=[CH:33][C:32]([Br:36])=[CH:31][N:30]=3)=[O:28])[CH:23]=[CH:22][C:21]=2[F:37])([CH:17]([F:19])[F:18])[N:9]=1)(C)(C)C.Cl. (3) Given the product [C:50]([O:49][C:47]([N:42]1[CH2:43][CH2:44][C:45](=[CH:7][O:8][CH3:9])[CH:40]([CH2:39][CH2:38][C:37]([O:36][CH2:29][C:30]2[CH:35]=[CH:34][CH:33]=[CH:32][CH:31]=2)=[O:54])[CH2:41]1)=[O:48])([CH3:53])([CH3:52])[CH3:51], predict the reactants needed to synthesize it. The reactants are: [Li]CCCC.[Cl-].[CH3:7][O:8][CH2:9][P+](C1C=CC=CC=1)(C1C=CC=CC=1)C1C=CC=CC=1.[CH2:29]([O:36][C:37](=[O:54])[CH2:38][CH2:39][CH:40]1[C:45](=O)[CH2:44][CH2:43][N:42]([C:47]([O:49][C:50]([CH3:53])([CH3:52])[CH3:51])=[O:48])[CH2:41]1)[C:30]1[CH:35]=[CH:34][CH:33]=[CH:32][CH:31]=1. (4) Given the product [C:1]([O:5][C:6]([N:8]1[CH2:13][CH2:12][C:11]([CH2:21][C:22]2[CH:27]=[CH:26][C:25]([Cl:28])=[CH:24][CH:23]=2)([N:14]([CH3:31])[S:15]([C:17]([CH3:20])([CH3:18])[CH3:19])=[O:16])[CH2:10][CH2:9]1)=[O:7])([CH3:2])([CH3:3])[CH3:4], predict the reactants needed to synthesize it. The reactants are: [C:1]([O:5][C:6]([N:8]1[CH2:13][CH2:12][C:11]([CH2:21][C:22]2[CH:27]=[CH:26][C:25]([Cl:28])=[CH:24][CH:23]=2)([NH:14][S:15]([C:17]([CH3:20])([CH3:19])[CH3:18])=[O:16])[CH2:10][CH2:9]1)=[O:7])([CH3:4])([CH3:3])[CH3:2].[H-].[Na+].[CH3:31]I.O.